This data is from Reaction yield outcomes from USPTO patents with 853,638 reactions. The task is: Predict the reaction yield, written as a fraction of the theoretical maximum amount of product (1.0 means a 100% yield; for example, 0.34 means a 34% yield). (1) The reactants are [I:1][C:2]1[CH:7]=[CH:6][C:5]([CH2:8][C:9]([OH:11])=[O:10])=[CH:4][CH:3]=1.Cl.[CH3:13]O. The catalyst is O1CCOCC1. The product is [I:1][C:2]1[CH:3]=[CH:4][C:5]([CH2:8][C:9]([O:11][CH3:13])=[O:10])=[CH:6][CH:7]=1. The yield is 0.980. (2) The reactants are [F:1][CH:2]([F:21])[O:3][C:4]1[CH:9]=[CH:8][C:7]([C:10]#[C:11][C:12]2[CH:13]=[CH:14][C:15]([F:19])=[C:16]([OH:18])[CH:17]=2)=[CH:6][C:5]=1[CH3:20].I[CH:23]([CH3:25])[CH3:24].C(=O)([O-])[O-].[Cs+].[Cs+]. The catalyst is CC(=O)CC. The product is [F:21][CH:2]([F:1])[O:3][C:4]1[CH:9]=[CH:8][C:7]([C:10]#[C:11][C:12]2[CH:13]=[CH:14][C:15]([F:19])=[C:16]([O:18][CH:23]([CH3:25])[CH3:24])[CH:17]=2)=[CH:6][C:5]=1[CH3:20]. The yield is 0.780. (3) The yield is 0.552. The catalyst is C(Cl)Cl. The product is [CH:7]1([C:10]2[C:15]([C:16]([N:18]3[CH2:22][CH2:21][CH:20]([C:23]4[CH:24]=[N:25][CH:26]=[CH:27][CH:28]=4)[CH2:19]3)=[O:17])=[CH:14][N:13]=[C:12]([N:1]3[CH2:6][CH2:5][O:4][CH2:3][CH2:2]3)[N:11]=2)[CH2:8][CH2:9]1.[CH:7]1([C:10]2[C:15]([C:16]([N:18]3[CH2:22][CH2:21][CH:20]([C:23]4[CH:24]=[N+:25]([O-:36])[CH:26]=[CH:27][CH:28]=4)[CH2:19]3)=[O:17])=[CH:14][N:13]=[C:12]([N:1]3[CH2:6][CH2:5][O:4][CH2:3][CH2:2]3)[N:11]=2)[CH2:9][CH2:8]1. The reactants are [NH:1]1[CH2:6][CH2:5][O:4][CH2:3][CH2:2]1.[CH:7]1([C:10]2[C:15]([C:16]([N:18]3[CH2:22][CH2:21][CH:20]([C:23]4[CH:24]=[N:25][CH:26]=[CH:27][CH:28]=4)[CH2:19]3)=[O:17])=[CH:14][N:13]=[C:12](S(C)(=O)=O)[N:11]=2)[CH2:9][CH2:8]1.C1C[O:36]CC1. (4) The yield is 0.720. The catalyst is C1(C)C=CC=CC=1.C1C=CC(/C=C/C(/C=C/C2C=CC=CC=2)=O)=CC=1.C1C=CC(/C=C/C(/C=C/C2C=CC=CC=2)=O)=CC=1.C1C=CC(/C=C/C(/C=C/C2C=CC=CC=2)=O)=CC=1.[Pd].[Pd].C1C=CC(P(C2C(OC3C(P(C4C=CC=CC=4)C4C=CC=CC=4)=CC=CC=3)=CC=CC=2)C2C=CC=CC=2)=CC=1. The reactants are I[C:2]1[CH:3]=[N:4][CH:5]=[CH:6][CH:7]=1.[Cl:8][C:9]1[CH:10]=[C:11]([SH:16])[CH:12]=[C:13]([Cl:15])[CH:14]=1.CC(C)([O-])C.[K+].C(OCC)(=O)C. The product is [Cl:8][C:9]1[CH:10]=[C:11]([S:16][C:2]2[CH:3]=[N:4][CH:5]=[CH:6][CH:7]=2)[CH:12]=[C:13]([Cl:15])[CH:14]=1. (5) The reactants are C([NH:8][C@H:9]1[CH2:14][CH2:13][O:12][CH2:11][C@H:10]1[CH3:15])C1C=CC=CC=1.[ClH:16]. The catalyst is [OH-].[OH-].[Pd+2].CCO. The product is [ClH:16].[CH3:15][C@H:10]1[C@@H:9]([NH2:8])[CH2:14][CH2:13][O:12][CH2:11]1. The yield is 0.430. (6) The reactants are [Cl:1][C:2]1[C:7]([C:8]([F:11])([F:10])[F:9])=[CH:6][CH:5]=[C:4](Cl)[N:3]=1.[NH3:13]. No catalyst specified. The product is [Cl:1][C:2]1[N:3]=[C:4]([NH2:13])[CH:5]=[CH:6][C:7]=1[C:8]([F:11])([F:10])[F:9]. The yield is 0.460.